From a dataset of Forward reaction prediction with 1.9M reactions from USPTO patents (1976-2016). Predict the product of the given reaction. (1) Given the reactants Cl.[C:2]1([CH2:8][N:9]2[CH2:16][CH2:15][CH2:14][C@H:10]2[C:11]([OH:13])=O)[CH:7]=[CH:6][CH:5]=[CH:4][CH:3]=1.[CH:17]1[CH:18]=CC2N(O)N=[N:23][C:21]=2[CH:22]=1.CN1CCOCC1.N1CCCC1.CCN=C=NCCCN(C)C.Cl, predict the reaction product. The product is: [C:2]1([CH2:8][N:9]2[CH2:16][CH2:15][CH2:14][C@H:10]2[C:11]([N:23]2[CH2:18][CH2:17][CH2:22][CH2:21]2)=[O:13])[CH:3]=[CH:4][CH:5]=[CH:6][CH:7]=1. (2) Given the reactants [CH2:1]([N:8]1[C:16]2[C:11](=[C:12]([C:17]3[CH:22]=[CH:21][C:20]([C:23]([F:26])([F:25])[F:24])=[CH:19][CH:18]=3)[CH:13]=[CH:14][CH:15]=2)[CH:10]=[CH:9]1)[C:2]1[CH:7]=[CH:6][CH:5]=[CH:4][CH:3]=1.[C:27](Cl)(=[O:31])[C:28](Cl)=[O:29].[CH2:33]([OH:35])[CH3:34], predict the reaction product. The product is: [CH2:1]([N:8]1[C:16]2[C:11](=[C:12]([C:17]3[CH:18]=[CH:19][C:20]([C:23]([F:26])([F:24])[F:25])=[CH:21][CH:22]=3)[CH:13]=[CH:14][CH:15]=2)[C:10]([C:27](=[O:31])[C:28]([O:35][CH2:33][CH3:34])=[O:29])=[CH:9]1)[C:2]1[CH:3]=[CH:4][CH:5]=[CH:6][CH:7]=1. (3) Given the reactants C[Si]([C:5]#[C:6][C:7]1[CH:8]=[C:9]([CH:12]=[CH:13][CH:14]=1)[CH:10]=[O:11])(C)C.[F-].[K+].[BH4-].[Na+], predict the reaction product. The product is: [C:6]([C:7]1[CH:8]=[C:9]([CH2:10][OH:11])[CH:12]=[CH:13][CH:14]=1)#[CH:5]. (4) Given the reactants [OH:1][C:2]1[CH:7]=[CH:6][C:5](B(O)O)=[CH:4][CH:3]=1.Br[C:12]1[S:13][C:14]([CH3:17])=[CH:15][N:16]=1.C([O-])([O-])=O.[Na+].[Na+], predict the reaction product. The product is: [CH3:17][C:14]1[S:13][C:12]([C:5]2[CH:6]=[CH:7][C:2]([OH:1])=[CH:3][CH:4]=2)=[N:16][CH:15]=1.